From a dataset of HIV replication inhibition screening data with 41,000+ compounds from the AIDS Antiviral Screen. Binary Classification. Given a drug SMILES string, predict its activity (active/inactive) in a high-throughput screening assay against a specified biological target. (1) The compound is COC(=O)C1=C2Nc3ccccc3CC23CCN2CCCC(C(C)OC(=O)C=C(C)C)(C1)C23. The result is 0 (inactive). (2) The compound is COc1cc2c(cc1O)C(C)C(c1ccc(OC)c(OC)c1)O2. The result is 0 (inactive). (3) The drug is CC(C)(C)c1c(C(C)(C)C)c(=O)c1=O. The result is 0 (inactive). (4) The molecule is CCN(CC)C(c1ccc(N(C)C)cc1)C(c1ccc(N(C)C)cc1)N(CC)CC. The result is 0 (inactive). (5) The molecule is Cc1cc(O)nc2c1C(=O)c1c(C)cc(=O)n(C)c1C2=O. The result is 0 (inactive). (6) The compound is CCN1CCC(O)(C=Cc2ccc(C)cc2C)C(C(=O)C=Cc2ccc(C)cc2C)C1.Cl. The result is 0 (inactive).